From a dataset of Reaction yield outcomes from USPTO patents with 853,638 reactions. Predict the reaction yield, written as a fraction of the theoretical maximum amount of product (1.0 means a 100% yield; for example, 0.34 means a 34% yield). (1) The reactants are ClC(Cl)(Cl)C([N:5]1[CH2:10][CH2:9][N:8]([C:11]2[CH:16]=[C:15]([S:17]([N:20]3[C:28]4[C:23](=[CH:24][CH:25]=[C:26]([Cl:29])[CH:27]=4)[C:22]([CH:30]([F:32])[F:31])=[CH:21]3)(=[O:19])=[O:18])[CH:14]=[CH:13][C:12]=2[O:33][CH3:34])[CH2:7][CH2:6]1)=O.[OH-].[K+]. The catalyst is C1COCC1. The product is [F:32][CH:30]([F:31])[C:22]1[C:23]2[C:28](=[CH:27][C:26]([Cl:29])=[CH:25][CH:24]=2)[N:20]([S:17]([C:15]2[CH:14]=[CH:13][C:12]([O:33][CH3:34])=[C:11]([N:8]3[CH2:9][CH2:10][NH:5][CH2:6][CH2:7]3)[CH:16]=2)(=[O:19])=[O:18])[CH:21]=1. The yield is 0.820. (2) The reactants are Br[C:2]1[C:10]2[C:9](=[O:11])[N:8]([CH2:12][CH2:13][C:14]3[CH:23]=[CH:22][C:21]4[C:16](=[CH:17][CH:18]=[C:19]([F:24])[CH:20]=4)[N:15]=3)[N:7]=[CH:6][C:5]=2[S:4][CH:3]=1.[N:25]1[CH:30]=[CH:29][C:28](B(O)O)=[CH:27][CH:26]=1.C([O-])([O-])=O.[K+].[K+]. The catalyst is O1CCOCC1.O.C1C=CC(P(C2C=CC=CC=2)[C-]2C=CC=C2)=CC=1.C1C=CC(P(C2C=CC=CC=2)[C-]2C=CC=C2)=CC=1.Cl[Pd]Cl.[Fe+2]. The product is [F:24][C:19]1[CH:20]=[C:21]2[C:16](=[CH:17][CH:18]=1)[N:15]=[C:14]([CH2:13][CH2:12][N:8]1[C:9](=[O:11])[C:10]3[C:2]([C:28]4[CH:29]=[CH:30][N:25]=[CH:26][CH:27]=4)=[CH:3][S:4][C:5]=3[CH:6]=[N:7]1)[CH:23]=[CH:22]2. The yield is 0.685. (3) The reactants are [CH2:1]([OH:13])[CH2:2][CH2:3][CH2:4][CH2:5][CH2:6][CH2:7][CH2:8][CH2:9][CH2:10][CH2:11][CH3:12].C(N(CC)CC)C.Cl.[CH3:22][N:23]([CH3:28])[CH2:24][C:25](O)=[O:26].C1(N=C=NC2CCCCC2)CCCCC1. The catalyst is CN(C1C=CN=CC=1)C.CN(C)C=O. The product is [CH2:1]([O:13][C:25](=[O:26])[CH2:24][N:23]([CH3:28])[CH3:22])[CH2:2][CH2:3][CH2:4][CH2:5][CH2:6][CH2:7][CH2:8][CH2:9][CH2:10][CH2:11][CH3:12]. The yield is 0.480.